From a dataset of Full USPTO retrosynthesis dataset with 1.9M reactions from patents (1976-2016). Predict the reactants needed to synthesize the given product. (1) Given the product [OH:21][CH2:20][CH2:22][NH:23][S:16]([C:14]1[S:15][C:11]([C:7]2[S:6][C:5]([NH:4][C:1](=[O:3])[CH3:2])=[N:9][C:8]=2[CH3:10])=[CH:12][CH:13]=1)(=[O:18])=[O:17], predict the reactants needed to synthesize it. The reactants are: [C:1]([NH:4][C:5]1[S:6][C:7]([C:11]2[S:15][C:14]([S:16](Cl)(=[O:18])=[O:17])=[CH:13][CH:12]=2)=[C:8]([CH3:10])[N:9]=1)(=[O:3])[CH3:2].[CH2:20]([CH2:22][NH2:23])[OH:21].CCN(C(C)C)C(C)C. (2) Given the product [CH3:31][O:32][C:33]([C:35]1[CH:39]=[C:38]2[NH:40][C:14]([C:15]3[CH:20]=[CH:19][C:18]([O:21][CH2:22][C:23]4[CH:28]=[CH:27][CH:26]=[CH:25][CH:24]=4)=[CH:17][CH:16]=3)=[C:5]([CH2:6][CH2:7][CH:8]3[CH2:13][CH2:12][CH2:11][CH2:10][CH2:9]3)[C:4](=[O:30])[N:37]2[N:36]=1)=[O:34], predict the reactants needed to synthesize it. The reactants are: C(O[C:4](=[O:30])[CH:5]([C:14](=O)[C:15]1[CH:20]=[CH:19][C:18]([O:21][CH2:22][C:23]2[CH:28]=[CH:27][CH:26]=[CH:25][CH:24]=2)=[CH:17][CH:16]=1)[CH2:6][CH2:7][CH:8]1[CH2:13][CH2:12][CH2:11][CH2:10][CH2:9]1)C.[CH3:31][O:32][C:33]([C:35]1[CH:39]=[C:38]([NH2:40])[NH:37][N:36]=1)=[O:34].O.C1(C)C=CC(S(O)(=O)=O)=CC=1. (3) Given the product [CH2:1]([O:3][C:4]([CH:6]1[CH2:8][CH:7]1[C:9]1[CH:14]=[CH:13][C:12]([N:15]2[CH2:19][C:18](=[O:20])[NH:17][S:16]2(=[O:27])=[O:28])=[C:11]([O:29][CH2:30][C:31]2[CH:32]=[CH:33][CH:34]=[CH:35][CH:36]=2)[CH:10]=1)=[O:5])[CH3:2], predict the reactants needed to synthesize it. The reactants are: [CH2:1]([O:3][C:4]([CH:6]1[CH2:8][CH:7]1[C:9]1[CH:14]=[CH:13][C:12]([N:15]2[CH2:19][C:18](=[O:20])[N:17](CC[Si](C)(C)C)[S:16]2(=[O:28])=[O:27])=[C:11]([O:29][CH2:30][C:31]2[CH:36]=[CH:35][CH:34]=[CH:33][CH:32]=2)[CH:10]=1)=[O:5])[CH3:2].CCCC[N+](CCCC)(CCCC)CCCC.[F-]. (4) Given the product [NH:1]1[C:9]2[C:4](=[CH:5][CH:6]=[CH:7][CH:8]=2)[CH:3]=[CH:2]1, predict the reactants needed to synthesize it. The reactants are: [NH:1]1[C:9]2[C:4](=[CH:5][CH:6]=[C:7](C=O)[CH:8]=2)[CH:3]=[CH:2]1.C(O)(=O)C.NC[C@@H](O)[C@@H](NC(=O)OC(C)(C)C)CC1C=C(F)C=C(F)C=1.[BH4-].[Na+]. (5) Given the product [N:25]1([CH2:2][CH2:3][O:4][C:5]2[CH:6]=[C:7]3[C:12](=[CH:13][CH:14]=2)[NH:11][C:10](=[C:15]2[C:23]4[C:18](=[CH:19][CH:20]=[CH:21][CH:22]=4)[NH:17][C:16]2=[O:24])[CH:9]=[CH:8]3)[CH2:30][CH2:29][O:28][CH2:27][CH2:26]1, predict the reactants needed to synthesize it. The reactants are: Br[CH2:2][CH2:3][O:4][C:5]1[CH:6]=[C:7]2[C:12](=[CH:13][CH:14]=1)[NH:11][C:10](=[C:15]1[C:23]3[C:18](=[CH:19][CH:20]=[CH:21][CH:22]=3)[NH:17][C:16]1=[O:24])[CH:9]=[CH:8]2.[NH:25]1[CH2:30][CH2:29][O:28][CH2:27][CH2:26]1.C(=O)(O)[O-].[Na+]. (6) Given the product [CH3:8][O:9][C:10]1[CH:11]=[C:12]([C:18]2[N:19]=[C:20]([N:23]([C:24]3[N:25]=[CH:26][C:27]4[C:32]([CH:33]=3)=[CH:31][CH:30]=[CH:29][CH:28]=4)[C:1](=[O:3])[CH3:2])[S:21][CH:22]=2)[CH:13]=[CH:14][C:15]=1[O:16][CH3:17], predict the reactants needed to synthesize it. The reactants are: [C:1](OC(=O)C)(=[O:3])[CH3:2].[CH3:8][O:9][C:10]1[CH:11]=[C:12]([C:18]2[N:19]=[C:20]([NH:23][C:24]3[N:25]=[CH:26][C:27]4[C:32]([CH:33]=3)=[CH:31][CH:30]=[CH:29][CH:28]=4)[S:21][CH:22]=2)[CH:13]=[CH:14][C:15]=1[O:16][CH3:17]. (7) Given the product [CH:7]1[C:8]2[C:13](=[CH:12][CH:11]=[CH:10][CH:9]=2)[CH:14]=[CH:15][C:6]=1[NH:5][C:4]1[N:3]=[C:1]([NH2:2])[NH:19][N:18]=1, predict the reactants needed to synthesize it. The reactants are: [C:1](/[N:3]=[C:4](\SC)/[NH:5][C:6]1[CH:15]=[CH:14][C:13]2[C:8](=[CH:9][CH:10]=[CH:11][CH:12]=2)[CH:7]=1)#[N:2].[NH2:18][NH2:19].